From a dataset of Catalyst prediction with 721,799 reactions and 888 catalyst types from USPTO. Predict which catalyst facilitates the given reaction. (1) Reactant: [C:1]([NH:8][CH2:9][C:10]([OH:12])=O)([O:3][C:4]([CH3:7])([CH3:6])[CH3:5])=[O:2].CN(C(ON1N=NC2C=CC=CC1=2)=[N+](C)C)C.F[P-](F)(F)(F)(F)F.CCN(C(C)C)C(C)C.[NH:46]1[CH2:51][CH2:50][S:49][CH2:48][CH2:47]1. Product: [O:12]=[C:10]([N:46]1[CH2:51][CH2:50][S:49][CH2:48][CH2:47]1)[CH2:9][NH:8][C:1](=[O:2])[O:3][C:4]([CH3:5])([CH3:6])[CH3:7]. The catalyst class is: 2. (2) Reactant: B(Br)(Br)Br.C[O:6][C:7]1[CH:12]=[CH:11][CH:10]=[CH:9][C:8]=1[C:13]1[N:14]([CH2:31][CH2:32][C:33]2[CH:38]=[CH:37][CH:36]=[CH:35][CH:34]=2)[C:15](=[O:30])[C:16]2[N:22](C(OC(C)(C)C)=O)[CH2:21][CH2:20][CH2:19][C:17]=2[N:18]=1.C([O-])([O-])=O.[Na+].[Na+]. Product: [OH:6][C:7]1[CH:12]=[CH:11][CH:10]=[CH:9][C:8]=1[C:13]1[N:14]([CH2:31][CH2:32][C:33]2[CH:34]=[CH:35][CH:36]=[CH:37][CH:38]=2)[C:15](=[O:30])[C:16]2[NH:22][CH2:21][CH2:20][CH2:19][C:17]=2[N:18]=1. The catalyst class is: 2. (3) Reactant: [OH:1][C:2]1[C:3](=[O:8])[NH:4][CH:5]=[CH:6][CH:7]=1.N1C=CN=C1.[Si:14](Cl)([C:17]([CH3:20])([CH3:19])[CH3:18])([CH3:16])[CH3:15].O. Product: [Si:14]([O:1][C:2]1[C:3](=[O:8])[NH:4][CH:5]=[CH:6][CH:7]=1)([C:17]([CH3:20])([CH3:19])[CH3:18])([CH3:16])[CH3:15]. The catalyst class is: 9.